The task is: Predict the reactants needed to synthesize the given product.. This data is from Full USPTO retrosynthesis dataset with 1.9M reactions from patents (1976-2016). (1) Given the product [CH2:9]([O:8][C:5]1[CH:4]=[CH:3][C:2]([C:11]#[CH:12])=[CH:7][N:6]=1)[CH3:10], predict the reactants needed to synthesize it. The reactants are: Br[C:2]1[CH:3]=[CH:4][C:5]([O:8][CH2:9][CH3:10])=[N:6][CH:7]=1.[CH2:11](N(CC)CC)[CH3:12].C[Si](C#C)(C)C.C(=O)([O-])O.[Na+]. (2) Given the product [CH:17]([C:14]1[CH:15]=[CH:16][C:11]([O:10][C:7]([CH3:8])([CH3:9])[C:6]([OH:20])=[O:5])=[C:12]([CH3:19])[CH:13]=1)=[O:18], predict the reactants needed to synthesize it. The reactants are: C([O:5][C:6](=[O:20])[C:7]([O:10][C:11]1[CH:16]=[CH:15][C:14]([CH:17]=[O:18])=[CH:13][C:12]=1[CH3:19])([CH3:9])[CH3:8])(C)(C)C.FC(F)(F)C(O)=O. (3) Given the product [ClH:37].[CH2:1]([O:8][CH2:9][CH2:10][CH:11]1[CH2:12][CH2:13][N:14]([C:17]2[CH:18]=[N:19][CH:20]=[C:21]([O:23][CH2:24][C@@H:25]3[CH2:29][CH2:28][CH2:27][NH:26]3)[CH:22]=2)[CH2:15][CH2:16]1)[C:2]1[CH:3]=[CH:4][CH:5]=[CH:6][CH:7]=1, predict the reactants needed to synthesize it. The reactants are: [CH2:1]([O:8][CH2:9][CH2:10][CH:11]1[CH2:16][CH2:15][N:14]([C:17]2[CH:18]=[N:19][CH:20]=[C:21]([O:23][CH2:24][C@@H:25]3[CH2:29][CH2:28][CH2:27][N:26]3C(OC(C)(C)C)=O)[CH:22]=2)[CH2:13][CH2:12]1)[C:2]1[CH:7]=[CH:6][CH:5]=[CH:4][CH:3]=1.[ClH:37].CCOCC.